This data is from Forward reaction prediction with 1.9M reactions from USPTO patents (1976-2016). The task is: Predict the product of the given reaction. (1) Given the reactants Cl[C:2]1[C:7]([N+:8]([O-:10])=[O:9])=[CH:6][CH:5]=[C:4]([Cl:11])[N:3]=1.C(=O)([O-])[O-].[Na+].[Na+].[CH3:18][NH2:19].CO, predict the reaction product. The product is: [Cl:11][C:4]1[N:3]=[C:2]([NH:19][CH3:18])[C:7]([N+:8]([O-:10])=[O:9])=[CH:6][CH:5]=1. (2) Given the reactants [OH:1][CH2:2][CH2:3][N:4]1[CH2:8][CH2:7][O:6][C:5]1=[O:9].CCN(C(C)C)C(C)C.[S:19](Cl)([CH3:22])(=[O:21])=[O:20], predict the reaction product. The product is: [O:9]=[C:5]1[N:4]([CH2:3][CH2:2][O:1][S:19]([CH3:22])(=[O:21])=[O:20])[CH2:8][CH2:7][O:6]1. (3) Given the reactants [H-].[Al+3].[Li+].[H-].[H-].[H-].[CH2:7]([N:14]1[C:21](=O)[CH:20]2[CH:16]([CH2:17][NH:18][CH2:19]2)[C:15]1=O)[C:8]1[CH:13]=[CH:12][CH:11]=[CH:10][CH:9]=1.O.[OH-].[Na+], predict the reaction product. The product is: [CH2:7]([N:14]1[CH2:15][CH:16]2[CH:20]([CH2:19][NH:18][CH2:17]2)[CH2:21]1)[C:8]1[CH:13]=[CH:12][CH:11]=[CH:10][CH:9]=1. (4) Given the reactants C[O:2][C:3]1[CH:4]=[N:5][CH:6]=[CH:7][C:8]=1[C:9]1[C:13]2[C:14](=[O:30])[N:15]([CH2:18][CH2:19][C:20]3[CH:29]=[CH:28][C:27]4[C:22](=[CH:23][CH:24]=[CH:25][CH:26]=4)[N:21]=3)[CH:16]=[CH:17][C:12]=2[S:11][CH:10]=1.B(Br)(Br)Br.[OH-].[Na+].C(Cl)[Cl:38], predict the reaction product. The product is: [ClH:38].[OH:2][C:3]1[CH:4]=[N:5][CH:6]=[CH:7][C:8]=1[C:9]1[C:13]2[C:14](=[O:30])[N:15]([CH2:18][CH2:19][C:20]3[CH:29]=[CH:28][C:27]4[C:22](=[CH:23][CH:24]=[CH:25][CH:26]=4)[N:21]=3)[CH:16]=[CH:17][C:12]=2[S:11][CH:10]=1. (5) Given the reactants C([O:14][C:15]([C:17]1([O:20]/[N:21]=[C:22](/[C:72]2[N:73]=[C:74]([NH:77]C(OC(C)(C)C)=O)[S:75][CH:76]=2)\[C:23]([NH:25][C@@H:26]2[C:29](=[O:30])[N:28]([S:31]([OH:34])(=[O:33])=[O:32])[C@@H:27]2[CH2:35][N:36]2[N:40]=[C:39]([CH:41]([N:43](C(OC(C)(C)C)=O)/[C:44](=[N:57]/C(OC(C)(C)C)=O)/[NH:45][CH2:46][CH2:47][CH2:48][NH:49]C(=O)OC(C)(C)C)[CH3:42])[CH:38]=[N:37]2)=[O:24])[CH2:19][CH2:18]1)=[O:16])(C1C=CC=CC=1)C1C=CC=CC=1.C(O)(C(F)(F)F)=O, predict the reaction product. The product is: [NH2:49][CH2:48][CH2:47][CH2:46][NH:45][C:44](=[NH:57])[NH:43][CH:41]([C:39]1[CH:38]=[N:37][N:36]([CH2:35][C@@H:27]2[C@H:26]([NH:25][C:23](=[O:24])/[C:22](=[N:21]\[O:20][C:17]3([C:15]([OH:16])=[O:14])[CH2:19][CH2:18]3)/[C:72]3[N:73]=[C:74]([NH2:77])[S:75][CH:76]=3)[C:29](=[O:30])[N:28]2[S:31]([OH:34])(=[O:32])=[O:33])[N:40]=1)[CH3:42]. (6) Given the reactants [Cl:1][C:2]1[CH:10]=[CH:9][C:8]2[NH:7][C:6]3[CH2:11][CH2:12][N:13]([CH3:16])[CH2:14][CH2:15][C:5]=3[C:4]=2[CH:3]=1.N1CCC[C@H]1C(O)=O.[O-]P([O-])([O-])=O.[K+].[K+].[K+].Br[CH:34]=[C:35]([C:37]1[CH:42]=[CH:41][C:40]([Cl:43])=[CH:39][C:38]=1[Cl:44])[CH3:36], predict the reaction product. The product is: [Cl:1][C:2]1[CH:10]=[CH:9][C:8]2[N:7](/[CH:34]=[C:35](\[C:37]3[CH:42]=[CH:41][C:40]([Cl:43])=[CH:39][C:38]=3[Cl:44])/[CH3:36])[C:6]3[CH2:11][CH2:12][N:13]([CH3:16])[CH2:14][CH2:15][C:5]=3[C:4]=2[CH:3]=1.